From a dataset of Catalyst prediction with 721,799 reactions and 888 catalyst types from USPTO. Predict which catalyst facilitates the given reaction. Reactant: [CH:1]([C:3]1[N:8]=[C:7](/[CH:9]=[CH:10]/[C:11]([O:13][C:14]([CH3:17])([CH3:16])[CH3:15])=[O:12])[CH:6]=[CH:5][CH:4]=1)=O.[CH3:18][N:19]1[CH2:24][CH2:23][N:22]([C:25]2[CH:30]=[CH:29][CH:28]=[CH:27][C:26]=2[C:31](=[O:33])[CH3:32])[CH2:21][CH2:20]1.[OH-].[K+]. Product: [CH3:18][N:19]1[CH2:24][CH2:23][N:22]([C:25]2[CH:30]=[CH:29][CH:28]=[CH:27][C:26]=2[C:31](=[O:33])/[CH:32]=[CH:1]/[C:3]2[N:8]=[C:7](/[CH:9]=[CH:10]/[C:11]([O:13][C:14]([CH3:17])([CH3:16])[CH3:15])=[O:12])[CH:6]=[CH:5][CH:4]=2)[CH2:21][CH2:20]1. The catalyst class is: 1.